Dataset: Full USPTO retrosynthesis dataset with 1.9M reactions from patents (1976-2016). Task: Predict the reactants needed to synthesize the given product. (1) Given the product [O:49]=[C:45]1[CH2:44][C:43]2[C:47](=[CH:48][C:40]([NH:39][C:2]3[N:7]=[C:6]([O:8][C:9]4[C:18]5[C:13](=[CH:14][CH:15]=[CH:16][CH:17]=5)[C:12]([NH:19][C:20]([NH:22][C:23]5[N:27]([C:28]6[CH:33]=[CH:32][C:31]([CH3:34])=[CH:30][CH:29]=6)[N:26]=[C:25]([Si:35]([CH3:37])([CH3:36])[CH3:38])[CH:24]=5)=[O:21])=[CH:11][CH:10]=4)[CH:5]=[CH:4][N:3]=3)=[CH:41][CH:42]=2)[NH:46]1, predict the reactants needed to synthesize it. The reactants are: Cl[C:2]1[N:7]=[C:6]([O:8][C:9]2[C:18]3[C:13](=[CH:14][CH:15]=[CH:16][CH:17]=3)[C:12]([NH:19][C:20]([NH:22][C:23]3[N:27]([C:28]4[CH:33]=[CH:32][C:31]([CH3:34])=[CH:30][CH:29]=4)[N:26]=[C:25]([Si:35]([CH3:38])([CH3:37])[CH3:36])[CH:24]=3)=[O:21])=[CH:11][CH:10]=2)[CH:5]=[CH:4][N:3]=1.[NH2:39][C:40]1[CH:48]=[C:47]2[C:43]([CH2:44][C:45](=[O:49])[NH:46]2)=[CH:42][CH:41]=1. (2) The reactants are: [H-].[Na+].[Br-].[CH:4]1([P+](C2C=CC=CC=2)(C2C=CC=CC=2)C2C=CC=CC=2)[CH2:6][CH2:5]1.[CH3:26][O:27][C:28]([C:30]1[CH:35]=[CH:34][C:33]([CH:36]=O)=[CH:32][CH:31]=1)=[O:29].O. Given the product [C:4]1(=[CH:36][C:33]2[CH:34]=[CH:35][C:30]([C:28]([O:27][CH3:26])=[O:29])=[CH:31][CH:32]=2)[CH2:6][CH2:5]1, predict the reactants needed to synthesize it. (3) The reactants are: Br[CH2:2][CH2:3][O:4][C:5]1[CH:10]=[CH:9][C:8]([NH:11][C:12](=[O:24])/[CH:13]=[CH:14]/[C:15]2[C:23]3[C:18](=[CH:19][CH:20]=[CH:21][CH:22]=3)[NH:17][N:16]=2)=[CH:7][C:6]=1[O:25][CH3:26].[O:27]([CH2:34][CH2:35][NH2:36])[C:28]1[CH:33]=[CH:32][CH:31]=[CH:30][CH:29]=1.C(=O)([O-])[O-].[K+].[K+]. Given the product [NH:17]1[C:18]2[C:23](=[CH:22][CH:21]=[CH:20][CH:19]=2)[C:15](/[CH:14]=[CH:13]/[C:12]([NH:11][C:8]2[CH:9]=[CH:10][C:5]([O:4][CH2:3][CH2:2][NH:36][CH2:35][CH2:34][O:27][C:28]3[CH:33]=[CH:32][CH:31]=[CH:30][CH:29]=3)=[C:6]([O:25][CH3:26])[CH:7]=2)=[O:24])=[N:16]1, predict the reactants needed to synthesize it. (4) Given the product [CH3:25][C:2]1([CH3:1])[C:6]2[C:7]([O:17][C:18]3[N:23]=[CH:22][C:21]([NH:24][C:42]([C@H:41]([NH:40][C:38](=[O:39])[O:37][C:34]([CH3:36])([CH3:35])[CH3:33])[CH2:45][CH3:46])=[O:43])=[CH:20][CH:19]=3)=[CH:8][CH:9]=[C:10]([CH3:11])[C:5]=2[O:4][CH2:3]1, predict the reactants needed to synthesize it. The reactants are: [CH3:1][C:2]1([CH3:25])[C:6]2[C:7]([O:17][C:18]3[N:23]=[CH:22][C:21]([NH2:24])=[CH:20][CH:19]=3)=[CH:8][C:9](OC(F)(F)F)=[C:10]([CH3:11])[C:5]=2[O:4][CH2:3]1.C(N(CC)CC)C.[CH3:33][C:34]([O:37][C:38]([NH:40][C@H:41]([CH2:45][CH3:46])[C:42](O)=[O:43])=[O:39])([CH3:36])[CH3:35].C(P1(=O)OP(CCC)(=O)OP(CCC)(=O)O1)CC.C([O-])([O-])=O.[Na+].[Na+]. (5) Given the product [CH2:54]([O:53][C:51]([C:49]1[CH:50]=[N:46][N:47]([CH:2]2[CH2:7][CH2:6][N:5]([C:8]([O:10][C:11]([CH3:14])([CH3:13])[CH3:12])=[O:9])[CH2:4][CH2:3]2)[CH:48]=1)=[O:52])[CH3:55], predict the reactants needed to synthesize it. The reactants are: O[CH:2]1[CH2:7][CH2:6][N:5]([C:8]([O:10][C:11]([CH3:14])([CH3:13])[CH3:12])=[O:9])[CH2:4][CH2:3]1.C1(P(C2C=CC=CC=2)C2C=CC=CC=2)C=CC=CC=1.N(C(OCC)=O)=NC(OCC)=O.[NH:46]1[CH:50]=[C:49]([C:51]([O:53][CH2:54][CH3:55])=[O:52])[CH:48]=[N:47]1. (6) The reactants are: [Cl:1][C:2]1[C:3]2[N:4]([N:12]=[C:13]([NH2:15])[N:14]=2)[CH:5]=[C:6]([C:8]([F:11])([F:10])[F:9])[CH:7]=1.Br[C:17]1[CH:22]=[CH:21][C:20]([N:23]2[CH:27]=[C:26]([CH3:28])[N:25]=[CH:24]2)=[C:19]([O:29][CH3:30])[CH:18]=1.C(Cl)Cl. Given the product [Cl:1][C:2]1[C:3]2[N:4]([N:12]=[C:13]([NH:15][C:17]3[CH:22]=[CH:21][C:20]([N:23]4[CH:27]=[C:26]([CH3:28])[N:25]=[CH:24]4)=[C:19]([O:29][CH3:30])[CH:18]=3)[N:14]=2)[CH:5]=[C:6]([C:8]([F:10])([F:11])[F:9])[CH:7]=1, predict the reactants needed to synthesize it. (7) Given the product [CH2:30]([S:16][C:11]1[CH:12]=[CH:13][CH:14]=[CH:15][C:10]=1[C:9]([F:8])([F:17])[F:18])[C:31]([CH3:34])([CH3:33])[CH3:32], predict the reactants needed to synthesize it. The reactants are: CC[O-].[Na+].CCO.[F:8][C:9]([F:18])([F:17])[C:10]1[CH:15]=[CH:14][CH:13]=[CH:12][C:11]=1[SH:16].CC1C=CC(S(O[CH2:30][C:31]([CH3:34])([CH3:33])[CH3:32])(=O)=O)=CC=1.